Predict the reactants needed to synthesize the given product. From a dataset of Full USPTO retrosynthesis dataset with 1.9M reactions from patents (1976-2016). (1) Given the product [CH3:21][C:17]1[N:16]=[C:15]([NH:14][C:4]([C:6]2[CH:11]=[C:10]([Br:12])[CH:9]=[C:8]([CH3:13])[N:7]=2)=[O:5])[CH:20]=[CH:19][N:18]=1, predict the reactants needed to synthesize it. The reactants are: C(O[C:4]([C:6]1[CH:11]=[C:10]([Br:12])[CH:9]=[C:8]([CH3:13])[N:7]=1)=[O:5])C.[NH2:14][C:15]1[CH:20]=[CH:19][N:18]=[C:17]([CH3:21])[N:16]=1. (2) The reactants are: [Cl-].[CH3:2][O:3][C:4](=[O:11])[CH2:5][CH2:6][CH2:7][NH+:8]([CH3:10])[CH3:9].C([O-])([O-])=O.[K+].[K+]. Given the product [CH3:9][N:8]([CH3:10])[CH2:7][CH2:6][CH2:5][C:4]([O:3][CH3:2])=[O:11], predict the reactants needed to synthesize it. (3) Given the product [CH3:39][O:40][C:41]1[CH:42]=[CH:43][C:44]([CH2:49][NH:50][C:22]([C:10]2[CH:11]=[C:12]([C:15]3[CH:16]=[N:17][CH:18]=[C:19]([CH3:21])[CH:20]=3)[CH:13]=[N:14][C:9]=2[C:5]2[CH:6]=[CH:7][CH:8]=[C:3]([F:2])[CH:4]=2)=[O:23])=[N:45][C:46]=1[O:47][CH3:48], predict the reactants needed to synthesize it. The reactants are: Cl.[F:2][C:3]1[CH:4]=[C:5]([C:9]2[N:14]=[CH:13][C:12]([C:15]3[CH:16]=[N:17][CH:18]=[C:19]([CH3:21])[CH:20]=3)=[CH:11][C:10]=2[C:22](O)=[O:23])[CH:6]=[CH:7][CH:8]=1.C(Cl)CCl.C1C=CC2N(O)N=NC=2C=1.[CH3:39][O:40][C:41]1[CH:42]=[CH:43][C:44]([CH2:49][NH2:50])=[N:45][C:46]=1[O:47][CH3:48].CN1CCOCC1. (4) Given the product [NH2:11][C:8]1[CH:9]=[C:10]2[C:5](=[CH:6][C:7]=1[N+:15]([O-:17])=[O:16])[N:4]([CH2:21][CH2:22][C:23]([F:26])([F:25])[F:24])[C:3](=[O:18])[C:2]2([CH3:1])[CH3:19], predict the reactants needed to synthesize it. The reactants are: [CH3:1][C:2]1([CH3:19])[C:10]2[C:5](=[CH:6][C:7]([N+:15]([O-:17])=[O:16])=[C:8]([NH:11]C(=O)C)[CH:9]=2)[NH:4][C:3]1=[O:18].I[CH2:21][CH2:22][C:23]([F:26])([F:25])[F:24].C([O-])([O-])=O.[K+].[K+]. (5) Given the product [CH3:32][O:33][C:34]1[CH:35]=[C:36]2[C:40](=[CH:41][CH:42]=1)[NH:39][C:38](=[O:43])/[C:37]/2=[CH:44]/[C:45]1[CH:53]=[C:52]2[C:48]([C:49](/[CH:54]=[CH:55]/[C:56]3[CH:61]=[CH:60][N+:59]([O-:2])=[CH:58][CH:57]=3)=[N:50][NH:51]2)=[CH:47][CH:46]=1, predict the reactants needed to synthesize it. The reactants are: C[O:2]C1C=C2C(=CC=1)NC(=O)/C/2=C/C1C=C2C(C(/C=C/C3C=CC=C[N+]=3[O-])=NN2)=CC=1.[CH3:32][O:33][C:34]1[CH:35]=[C:36]2[C:40](=[CH:41][CH:42]=1)[NH:39][C:38](=[O:43])/[C:37]/2=[CH:44]/[C:45]1[CH:53]=[C:52]2[C:48]([C:49](/[CH:54]=[CH:55]/[C:56]3[CH:61]=[CH:60][N:59]=[CH:58][CH:57]=3)=[N:50][NH:51]2)=[CH:47][CH:46]=1. (6) Given the product [C:32]1([CH2:31][CH2:30][CH2:29][CH:28]([NH:38][C:15]([C@H:12]2[CH2:11][CH2:10][C@@H:9]([NH:8][C:6]([O:5][C:1]([CH3:2])([CH3:3])[CH3:4])=[O:7])[CH2:14][CH2:13]2)=[O:17])[CH2:27][CH2:26][CH2:25][C:19]2[CH:20]=[CH:21][CH:22]=[CH:23][CH:24]=2)[CH:37]=[CH:36][CH:35]=[CH:34][CH:33]=1, predict the reactants needed to synthesize it. The reactants are: [C:1]([O:5][C:6]([NH:8][C@@H:9]1[CH2:14][CH2:13][C@H:12]([C:15]([OH:17])=O)[CH2:11][CH2:10]1)=[O:7])([CH3:4])([CH3:3])[CH3:2].Cl.[C:19]1([CH2:25][CH2:26][CH2:27][CH:28]([NH2:38])[CH2:29][CH2:30][CH2:31][C:32]2[CH:37]=[CH:36][CH:35]=[CH:34][CH:33]=2)[CH:24]=[CH:23][CH:22]=[CH:21][CH:20]=1.C(N(CC)C(C)C)(C)C.C1CN([P+](ON2N=NC3C=CC=CC2=3)(N2CCCC2)N2CCCC2)CC1.F[P-](F)(F)(F)(F)F. (7) The reactants are: [N+:1]([C:4]1[CH:9]=[CH:8][C:7]([N:10]2[C:18]3[CH:17]=[CH:16][N:15]=[C:14]([C:19]#N)[C:13]=3[N:12]=[CH:11]2)=[CH:6][CH:5]=1)([O-:3])=[O:2].[O:21]1CCOC[CH2:22]1.Cl.C[OH:29]. Given the product [CH3:22][O:21][C:19]([C:14]1[C:13]2[N:12]=[CH:11][N:10]([C:7]3[CH:8]=[CH:9][C:4]([N+:1]([O-:3])=[O:2])=[CH:5][CH:6]=3)[C:18]=2[CH:17]=[CH:16][N:15]=1)=[O:29], predict the reactants needed to synthesize it. (8) The reactants are: [OH-].[K+].[F:3][C:4]1[CH:9]=[CH:8][C:7]([SH:10])=[CH:6][CH:5]=1.I[C:12]1[CH:17]=[CH:16][CH:15]=[CH:14][C:13]=1[CH2:18][C:19]([OH:21])=[O:20]. Given the product [F:3][C:4]1[CH:9]=[CH:8][C:7]([S:10][C:12]2[CH:17]=[CH:16][CH:15]=[CH:14][C:13]=2[CH2:18][C:19]([OH:21])=[O:20])=[CH:6][CH:5]=1, predict the reactants needed to synthesize it. (9) Given the product [NH2:28][CH2:27][CH2:26][C:25]([C:21]1[CH:22]=[CH:23][CH:24]=[C:19]([S:16]([CH2:15][CH:12]2[CH2:11][CH2:10][S:9](=[O:37])(=[O:8])[CH2:14][CH2:13]2)(=[O:17])=[O:18])[CH:20]=1)=[O:36], predict the reactants needed to synthesize it. The reactants are: Cl.O1CCOCC1.[O:8]=[S:9]1(=[O:37])[CH2:14][CH2:13][CH:12]([CH2:15][S:16]([C:19]2[CH:20]=[C:21]([C:25](=[O:36])[CH2:26][CH2:27][NH:28]C(=O)OC(C)(C)C)[CH:22]=[CH:23][CH:24]=2)(=[O:18])=[O:17])[CH2:11][CH2:10]1. (10) Given the product [CH3:1][O:2][C:3]([C:5]1[N:14]([CH:15]2[CH2:19][CH2:18][CH2:17][CH2:16]2)[C:8]2[N:9]=[C:10]([NH:40][C:37]3[CH:38]=[CH:39][C:34]([N:31]4[CH2:32][CH2:33][N:28]([C:26]([O:25][C:21]([CH3:24])([CH3:23])[CH3:22])=[O:27])[CH2:29][CH2:30]4)=[CH:35][N:36]=3)[N:11]=[CH:12][C:7]=2[C:6]=1[CH3:20])=[O:4], predict the reactants needed to synthesize it. The reactants are: [CH3:1][O:2][C:3]([C:5]1[N:14]([CH:15]2[CH2:19][CH2:18][CH2:17][CH2:16]2)[C:8]2[N:9]=[C:10](Cl)[N:11]=[CH:12][C:7]=2[C:6]=1[CH3:20])=[O:4].[C:21]([O:25][C:26]([N:28]1[CH2:33][CH2:32][N:31]([C:34]2[CH:35]=[N:36][C:37]([NH2:40])=[CH:38][CH:39]=2)[CH2:30][CH2:29]1)=[O:27])([CH3:24])([CH3:23])[CH3:22].CC1(C)C2C(=C(P(C3C=CC=CC=3)C3C=CC=CC=3)C=CC=2)OC2C(P(C3C=CC=CC=3)C3C=CC=CC=3)=CC=CC1=2.C(=O)([O-])[O-].[Cs+].[Cs+].